This data is from Full USPTO retrosynthesis dataset with 1.9M reactions from patents (1976-2016). The task is: Predict the reactants needed to synthesize the given product. The reactants are: [CH:1]1([C:5]2[C:6]([O:14][CH2:15][C:16]([F:19])([F:18])[F:17])=[CH:7][C:8]([C:11]([OH:13])=O)=[N:9][CH:10]=2)[CH2:4][CH2:3][CH2:2]1.[CH3:20][S:21]([CH2:24][C:25]([NH2:33])([CH3:32])[C:26]1[N:30]=[C:29]([CH3:31])[O:28][N:27]=1)(=[O:23])=[O:22]. Given the product [CH3:20][S:21]([CH2:24][C:25]([NH:33][C:11]([C:8]1[CH:7]=[C:6]([O:14][CH2:15][C:16]([F:19])([F:18])[F:17])[C:5]([CH:1]2[CH2:2][CH2:3][CH2:4]2)=[CH:10][N:9]=1)=[O:13])([CH3:32])[C:26]1[N:30]=[C:29]([CH3:31])[O:28][N:27]=1)(=[O:22])=[O:23], predict the reactants needed to synthesize it.